From a dataset of Peptide-MHC class II binding affinity with 134,281 pairs from IEDB. Regression. Given a peptide amino acid sequence and an MHC pseudo amino acid sequence, predict their binding affinity value. This is MHC class II binding data. (1) The peptide sequence is EAIIRILQQLLFIHF. The MHC is HLA-DQA10102-DQB10502 with pseudo-sequence HLA-DQA10102-DQB10502. The binding affinity (normalized) is 0.248. (2) The peptide sequence is GLGSLTTLLRALGAQ. The MHC is DRB1_0301 with pseudo-sequence DRB1_0301. The binding affinity (normalized) is 0.191. (3) The peptide sequence is INLIIHYVDRPGALG. The MHC is HLA-DPA10103-DPB10401 with pseudo-sequence HLA-DPA10103-DPB10401. The binding affinity (normalized) is 0.182. (4) The peptide sequence is KSKFNILSSPLFNNF. The MHC is DRB1_0401 with pseudo-sequence DRB1_0401. The binding affinity (normalized) is 0.744.